Predict the reaction yield, written as a fraction of the theoretical maximum amount of product (1.0 means a 100% yield; for example, 0.34 means a 34% yield). From a dataset of Reaction yield outcomes from USPTO patents with 853,638 reactions. (1) The product is [NH:18]1[CH:19]=[CH:20][N:16]=[C:17]1[NH:21][C:22]([C:24]1[C:32]2[N:31]=[C:30]([NH:33][C:13]([C:8]3[N:9]=[CH:10][C:11]4[C:6]([CH:7]=3)=[CH:5][CH:4]=[C:3]([O:2][CH3:1])[CH:12]=4)=[O:15])[NH:29][C:28]=2[CH:27]=[CH:26][CH:25]=1)=[O:23]. The catalyst is CN(C=O)C. The reactants are [CH3:1][O:2][C:3]1[CH:12]=[C:11]2[C:6]([CH:7]=[C:8]([C:13]([OH:15])=O)[N:9]=[CH:10]2)=[CH:5][CH:4]=1.[NH:16]1[CH:20]=[CH:19][N:18]=[C:17]1[NH:21][C:22]([C:24]1[C:32]2[NH:31][C:30]([NH2:33])=[N:29][C:28]=2[CH:27]=[CH:26][CH:25]=1)=[O:23].CN(C(ON1N=NC2C=CC=CC1=2)=[N+](C)C)C.F[P-](F)(F)(F)(F)F.CCN(C(C)C)C(C)C. The yield is 0.840. (2) The reactants are [Si]([O:8][C@H:9]1[CH2:17][CH2:16][CH2:15][C@@:14]2([CH3:18])[C@H:10]1[CH2:11][CH2:12][C@@H:13]2[C@@H:19]([O:21][CH2:22][CH2:23][C:24]([CH3:27])([OH:26])[CH3:25])[CH3:20])(C(C)(C)C)(C)C. The catalyst is [F-].C([N+](CCCC)(CCCC)CCCC)CCC.O1CCCC1. The product is [OH:26][C:24]([CH3:25])([CH3:27])[CH2:23][CH2:22][O:21][C@H:19]([C@@H:13]1[C@:14]2([CH3:18])[C@H:10]([C@@H:9]([OH:8])[CH2:17][CH2:16][CH2:15]2)[CH2:11][CH2:12]1)[CH3:20]. The yield is 0.850. (3) The reactants are Br[CH2:2][CH2:3][O:4][C:5]1[CH:6]=[CH:7][C:8]2[C:20](=[O:21])[C:19]3[C:18]4[C:13](=[CH:14][C:15]([C:22]#[N:23])=[CH:16][CH:17]=4)[NH:12][C:11]=3[C:10]([CH3:25])([CH3:24])[C:9]=2[CH:26]=1.[NH:27]1[CH2:32][CH2:31][NH:30][CH2:29][C:28]1=[O:33].C(N(CC)C(C)C)(C)C. The catalyst is CN(C=O)C. The product is [CH3:25][C:10]1([CH3:24])[C:11]2[NH:12][C:13]3[C:18](=[CH:17][CH:16]=[C:15]([C:22]#[N:23])[CH:14]=3)[C:19]=2[C:20](=[O:21])[C:8]2[CH:7]=[CH:6][C:5]([O:4][CH2:3][CH2:2][N:30]3[CH2:31][CH2:32][NH:27][C:28](=[O:33])[CH2:29]3)=[CH:26][C:9]1=2. The yield is 0.800. (4) The reactants are [F:1][C:2]1[CH:7]=[C:6]([NH2:8])[CH:5]=[CH:4][C:3]=1[NH:9][CH2:10][CH2:11][CH2:12][CH2:13][CH2:14][CH3:15].C[Al](C)C.[NH:20](/[C:24](/[CH3:30])=[CH:25]\[C:26](OC)=[O:27])[C:21]([CH3:23])=O. The catalyst is C(Cl)Cl. The product is [F:1][C:2]1[CH:7]=[C:6]([N:8]2[C:26](=[O:27])[CH:25]=[C:24]([CH3:30])[N:20]=[C:21]2[CH3:23])[CH:5]=[CH:4][C:3]=1[NH:9][CH2:10][CH2:11][CH2:12][CH2:13][CH2:14][CH3:15]. The yield is 0.310. (5) The reactants are [F:1][C:2]1[CH:7]=[CH:6][C:5]([CH3:8])=[CH:4][C:3]=1[OH:9].[Br:10]Br. The catalyst is C(O)(=O)C. The product is [Br:10][C:6]1[C:5]([CH3:8])=[CH:4][C:3]([OH:9])=[C:2]([F:1])[CH:7]=1. The yield is 0.980. (6) The reactants are O[CH:2]([C:13]1[CH:18]=[CH:17][C:16]([O:19][CH3:20])=[CH:15][CH:14]=1)[C:3]([C:5]1[CH:10]=[CH:9][C:8]([O:11][CH3:12])=[CH:7][CH:6]=1)=O.[CH3:21][NH:22][C:23]([NH:25][CH3:26])=[O:24]. The product is [CH3:12][O:11][C:8]1[CH:9]=[CH:10][C:5]([C:3]2[N:22]([CH3:21])[C:23](=[O:24])[N:25]([CH3:26])[C:2]=2[C:13]2[CH:18]=[CH:17][C:16]([O:19][CH3:20])=[CH:15][CH:14]=2)=[CH:6][CH:7]=1. The yield is 0.670. The catalyst is C(O)CO.O. (7) The reactants are [C:1]([N:6]1[CH2:11][CH2:10][N:9]([C:12]([C:14]2[CH:15]=[C:16]([CH:20]3[CH:29]([C:30]4[CH:35]=[CH:34][CH:33]=[C:32]([C:36]([N:38]5[CH2:43][CH2:42][N:41]([C:44](=[O:48])[CH:45]([CH3:47])[CH3:46])[CH2:40][CH2:39]5)=[O:37])[CH:31]=4)[C:28](=O)[C:27]4[C:26]([C:50](OC)=[O:51])=[CH:25][CH:24]=[CH:23][C:22]=4[NH:21]3)[CH:17]=[CH:18][CH:19]=2)=[O:13])[CH2:8][CH2:7]1)(=O)[CH:2]([CH3:4])[CH3:3].[OH2:54].[NH2:55][NH2:56]. The catalyst is CO. The product is [C:1]([N:6]1[CH2:11][CH2:10][N:9]([C:12]([C:14]2[CH:15]=[C:16]([CH:20]3[NH:21][C:22]4[C:27]5[C:28](=[N:55][NH:56][C:50](=[O:51])[C:26]=5[CH:25]=[CH:24][CH:23]=4)[CH:29]3[C:30]3[CH:35]=[CH:34][CH:33]=[C:32]([C:36]([N:38]4[CH2:43][CH2:42][N:41]([C:44](=[O:48])[CH:45]([CH3:47])[CH3:46])[CH2:40][CH2:39]4)=[O:37])[CH:31]=3)[CH:17]=[CH:18][CH:19]=2)=[O:13])[CH2:8][CH2:7]1)(=[O:54])[CH:2]([CH3:4])[CH3:3]. The yield is 0.0400. (8) The reactants are [NH2:1][C:2]1[CH:7]=[CH:6][C:5]([CH2:8][O:9][Si:10]([CH:17]([CH3:19])[CH3:18])([CH:14]([CH3:16])[CH3:15])[CH:11]([CH3:13])[CH3:12])=[CH:4][C:3]=1[NH:20][C@@H:21]1[CH2:26][CH2:25][C@H:24]([C:27]([O:29][CH3:30])=[O:28])[CH2:23][CH2:22]1.CCO.[N:34]#[C:35]Br. The catalyst is C(Cl)Cl. The product is [NH2:34][C:35]1[N:20]([C@@H:21]2[CH2:22][CH2:23][C@H:24]([C:27]([O:29][CH3:30])=[O:28])[CH2:25][CH2:26]2)[C:3]2[CH:4]=[C:5]([CH2:8][O:9][Si:10]([CH:17]([CH3:19])[CH3:18])([CH:11]([CH3:12])[CH3:13])[CH:14]([CH3:16])[CH3:15])[CH:6]=[CH:7][C:2]=2[N:1]=1. The yield is 1.00.